Dataset: Full USPTO retrosynthesis dataset with 1.9M reactions from patents (1976-2016). Task: Predict the reactants needed to synthesize the given product. The reactants are: C(=O)([O-])[O-].[Cs+].[Cs+].I[CH:8]([CH3:10])[CH3:9].[CH3:11][O:12][C:13]1[CH:14]=[CH:15][C:16]([NH:22][C:23]2[N:27]([C:28]3[CH:33]=[CH:32][CH:31]=[CH:30][CH:29]=3)[N:26]=[CH:25][CH:24]=2)=[C:17]([CH:21]=1)[C:18]([OH:20])=[O:19]. Given the product [CH3:11][O:12][C:13]1[CH:14]=[CH:15][C:16]([NH:22][C:23]2[N:27]([C:28]3[CH:33]=[CH:32][CH:31]=[CH:30][CH:29]=3)[N:26]=[CH:25][CH:24]=2)=[C:17]([CH:21]=1)[C:18]([O:20][CH:8]([CH3:10])[CH3:9])=[O:19], predict the reactants needed to synthesize it.